The task is: Predict which catalyst facilitates the given reaction.. This data is from Catalyst prediction with 721,799 reactions and 888 catalyst types from USPTO. (1) The catalyst class is: 9. Reactant: [N+:1]([C:4]1[CH:9]=[CH:8][CH:7]=[CH:6][C:5]=1[CH:10](O)[CH3:11])([O-:3])=[O:2].C(N(C(C)C)CC)(C)C.CS([Cl:26])(=O)=O. Product: [Cl:26][CH:10]([C:5]1[CH:6]=[CH:7][CH:8]=[CH:9][C:4]=1[N+:1]([O-:3])=[O:2])[CH3:11]. (2) Reactant: Cl.[Br:2][C:3]1[C:4]([O:10][CH3:11])=[C:5]([CH:7]=[CH:8][CH:9]=1)[NH2:6].[N:12]([O-])=O.[Na+].[CH2:16]([O:18][C:19](=[O:24])[CH2:20][C:21]([CH3:23])=[O:22])[CH3:17].C(=O)(O)[O-].[Na+]. Product: [Br:2][C:3]1[C:4]([O:10][CH3:11])=[C:5]([NH:6][N:12]=[C:20]([C:21](=[O:22])[CH3:23])[C:19]([O:18][CH2:16][CH3:17])=[O:24])[CH:7]=[CH:8][CH:9]=1. The catalyst class is: 209. (3) Reactant: [H-].[Na+].[CH3:3]/[C:4](/[CH2:9][CH2:10][CH:11]=[CH2:12])=[CH:5]/[C:6]([OH:8])=[O:7].C1OCCOCCOCCOCCOC1.FC(F)(F)S(O[C@H:34]1[CH2:39][C@@H:38]([CH2:40][CH2:41][CH2:42][CH:43]=[CH2:44])[O:37][C@@:36]([O:60][CH3:61])([C@@H:45]2[CH2:49][S:48][C:47](=[O:50])[N:46]2[CH2:51][C:52]2[CH:57]=[CH:56][C:55]([O:58][CH3:59])=[CH:54][CH:53]=2)[CH2:35]1)(=O)=O. Product: [CH3:3]/[C:4](/[CH2:9][CH2:10][CH:11]=[CH2:12])=[CH:5]/[C:6]([O:8][C@@H:34]1[CH2:39][C@@H:38]([CH2:40][CH2:41][CH2:42][CH:43]=[CH2:44])[O:37][C@@:36]([O:60][CH3:61])([C@@H:45]2[CH2:49][S:48][C:47](=[O:50])[N:46]2[CH2:51][C:52]2[CH:53]=[CH:54][C:55]([O:58][CH3:59])=[CH:56][CH:57]=2)[CH2:35]1)=[O:7]. The catalyst class is: 1. (4) Reactant: [NH2:1][C:2]1[CH:3]=[C:4]([CH:16]2[CH2:18][CH2:17]2)[C:5]([N:8]2[CH2:13][CH2:12][CH:11]([O:14][CH3:15])[CH2:10][CH2:9]2)=[N:6][CH:7]=1.[Cl:19][C:20]1[CH:25]=[CH:24][C:23]([N:26]2[CH:30]=[C:29]([C:31](Cl)=[O:32])[CH:28]=[N:27]2)=[CH:22][CH:21]=1.[CH2:34](N(CC)CC)C.[OH-].[Na+]. Product: [Cl:19][C:20]1[CH:25]=[CH:24][C:23]([N:26]2[C:30]([CH3:34])=[C:29]([C:31]([NH:1][C:2]3[CH:7]=[N:6][C:5]([N:8]4[CH2:13][CH2:12][CH:11]([O:14][CH3:15])[CH2:10][CH2:9]4)=[C:4]([CH:16]4[CH2:17][CH2:18]4)[CH:3]=3)=[O:32])[CH:28]=[N:27]2)=[CH:22][CH:21]=1. The catalyst class is: 228.